Dataset: Full USPTO retrosynthesis dataset with 1.9M reactions from patents (1976-2016). Task: Predict the reactants needed to synthesize the given product. (1) Given the product [ClH:31].[F:1][C:2]1[CH:26]=[C:25]([S:27]([CH3:30])(=[O:29])=[O:28])[CH:24]=[CH:23][C:3]=1[CH2:4][O:5][CH2:6][C@@H:7]1[CH2:9][C@@H:8]1[CH:10]1[CH2:11][CH2:12][NH:13][CH2:14][CH2:15]1, predict the reactants needed to synthesize it. The reactants are: [F:1][C:2]1[CH:26]=[C:25]([S:27]([CH3:30])(=[O:29])=[O:28])[CH:24]=[CH:23][C:3]=1[CH2:4][O:5][CH2:6][C@@H:7]1[CH2:9][C@@H:8]1[CH:10]1[CH2:15][CH2:14][N:13](C(OC(C)(C)C)=O)[CH2:12][CH2:11]1.[ClH:31].O1CCOCC1. (2) The reactants are: [O:1]1[CH2:6][CH2:5][N:4]([C:7]2[N:12]=[C:11]([N:13]3[CH2:18][CH2:17][O:16][CH2:15][CH2:14]3)[N:10]=[C:9]([C:19]3[CH:24]=[CH:23][C:22]([NH:25][C:26](=[O:37])[NH:27][C:28]4[CH:36]=[CH:35][C:31]([C:32]([OH:34])=O)=[CH:30][CH:29]=4)=[CH:21][CH:20]=3)[N:8]=2)[CH2:3][CH2:2]1.CCN(C(C)C)C(C)C.CN(C(ON1N=NC2C=CC=CC1=2)=[N+](C)C)C.F[P-](F)(F)(F)(F)F.[N:71]12[CH2:78][CH2:77][CH:74]([CH2:75][CH2:76]1)[CH:73]([NH2:79])[CH2:72]2. Given the product [O:16]1[CH2:15][CH2:14][N:13]([C:11]2[N:12]=[C:7]([N:4]3[CH2:3][CH2:2][O:1][CH2:6][CH2:5]3)[N:8]=[C:9]([C:19]3[CH:20]=[CH:21][C:22]([NH:25][C:26](=[O:37])[NH:27][C:28]4[CH:36]=[CH:35][C:31]([C:32]([NH:79][CH:73]5[CH:74]6[CH2:77][CH2:78][N:71]([CH2:76][CH2:75]6)[CH2:72]5)=[O:34])=[CH:30][CH:29]=4)=[CH:23][CH:24]=3)[N:10]=2)[CH2:18][CH2:17]1, predict the reactants needed to synthesize it. (3) Given the product [C:42]([C@@:10]1([OH:9])[C@H:14]([OH:15])[C@@H:13]([CH2:24][OH:25])[O:12][C@H:11]1[N:34]1[CH:39]=[CH:38][C:37](=[O:40])[NH:36][C:35]1=[O:41])#[CH:43], predict the reactants needed to synthesize it. The reactants are: C([O:9][C@:10]1([C:42]#[CH:43])[C@H:14]([O:15]C(=O)C2C=CC=CC=2)[C@@H:13]([CH2:24][O:25]C(=O)C2C=CC=CC=2)[O:12][C@H:11]1[N:34]1[CH:39]=[CH:38][C:37](=[O:40])[NH:36][C:35]1=[O:41])(=O)C1C=CC=CC=1.C[O-].[Na+].C(O)=O. (4) Given the product [F:1][C:2]1[CH:7]=[CH:6][C:5]([C:8]2[N:13]=[C:12]([C:14]3[C:22]4[C:17](=[CH:18][CH:19]=[C:20]([C:23]5[O:27][C:26]([NH2:28])=[N:25][N:24]=5)[CH:21]=4)[NH:16][CH:15]=3)[CH:11]=[N:10][CH:9]=2)=[CH:4][CH:3]=1, predict the reactants needed to synthesize it. The reactants are: [F:1][C:2]1[CH:7]=[CH:6][C:5]([C:8]2[N:13]=[C:12]([C:14]3[C:22]4[C:17](=[CH:18][CH:19]=[C:20]([C:23]5[O:27][C:26]([NH:28]CC6C=CC(OC)=CC=6)=[N:25][N:24]=5)[CH:21]=4)[N:16](S(C4C=CC(C)=CC=4)(=O)=O)[CH:15]=3)[CH:11]=[N:10][CH:9]=2)=[CH:4][CH:3]=1.FC1C=CC(C2N=C(C3C4C(=CC=C(C5OC(N)=NN=5)C=4)N(S(C4C=CC(C)=CC=4)(=O)=O)C=3)C=NC=2)=CC=1.[OH-].[Na+]. (5) Given the product [F:16][C:17]1[CH:23]=[CH:22][C:20]([NH:21][CH2:3][C:4]2[C:5]([NH:14][CH3:15])=[CH:6][C:7]([N:10]([O:12][CH3:13])[CH3:11])=[N:8][CH:9]=2)=[CH:19][C:18]=1[N+:24]([O-:26])=[O:25], predict the reactants needed to synthesize it. The reactants are: Cl.Cl[CH2:3][C:4]1[C:5]([NH:14][CH3:15])=[CH:6][C:7]([N:10]([O:12][CH3:13])[CH3:11])=[N:8][CH:9]=1.[F:16][C:17]1[CH:23]=[CH:22][C:20]([NH2:21])=[CH:19][C:18]=1[N+:24]([O-:26])=[O:25]. (6) Given the product [F:19][C:14]1[CH:13]=[CH:12][C:11]([C:6]2[C:5]3[N:4]([N:3]=[C:2]([NH:1][C:22]4[CH:27]=[CH:26][C:25]([N:28]5[CH:32]=[C:31]([CH3:33])[N:30]=[CH:29]5)=[C:24]([O:34][CH3:35])[CH:23]=4)[N:20]=3)[CH:9]=[C:8]([CH3:10])[CH:7]=2)=[CH:18][C:15]=1[C:16]#[N:17], predict the reactants needed to synthesize it. The reactants are: [NH2:1][C:2]1[N:20]=[C:5]2[C:6]([C:11]3[CH:12]=[CH:13][C:14]([F:19])=[C:15]([CH:18]=3)[C:16]#[N:17])=[CH:7][C:8]([CH3:10])=[CH:9][N:4]2[N:3]=1.Br[C:22]1[CH:27]=[CH:26][C:25]([N:28]2[CH:32]=[C:31]([CH3:33])[N:30]=[CH:29]2)=[C:24]([O:34][CH3:35])[CH:23]=1.C(Cl)Cl. (7) Given the product [C:1]([N:9]1[CH2:26][CH2:25][CH:13]2[N:14]3[C:23]4[C:18](=[CH:19][CH:20]=[CH:21][C:22]=4[CH:12]2[CH2:11][CH2:10]1)[CH:17]([OH:24])[CH2:16][CH2:15]3)(=[O:8])[C:2]1[CH:7]=[CH:6][CH:5]=[CH:4][CH:3]=1, predict the reactants needed to synthesize it. The reactants are: [C:1]([N:9]1[CH2:26][CH2:25][C:13]2[N:14]3[C:23]4[C:18](=[CH:19][CH:20]=[CH:21][C:22]=4[C:12]=2[CH2:11][CH2:10]1)[C:17](=[O:24])[CH2:16][CH2:15]3)(=[O:8])[C:2]1[CH:7]=[CH:6][CH:5]=[CH:4][CH:3]=1.[BH4-].[Na+]. (8) Given the product [OH:9][CH2:10][CH2:11][CH2:12][C:13]1[CH:14]=[C:15]([CH2:19][CH2:20][CH2:21][OH:22])[CH:16]=[CH:17][CH:18]=1, predict the reactants needed to synthesize it. The reactants are: [H-].[Al+3].[Li+].[H-].[H-].[H-].C([O:9][C:10](=O)[CH2:11][CH2:12][C:13]1[CH:18]=[CH:17][CH:16]=[C:15]([CH2:19][CH2:20][C:21](OCC)=[O:22])[CH:14]=1)C. (9) Given the product [F:53][C:29]1[CH:30]=[C:25]([CH:21]([CH3:22])[C:20]([NH:15][CH2:14][C:13]2[N:9]([C:6]3[CH:7]=[CH:8][C:3]([F:2])=[CH:4][CH:5]=3)[N:10]=[C:11]([C:16]([F:17])([F:19])[F:18])[CH:12]=2)=[O:24])[CH:26]=[CH:27][C:28]=1[CH2:38][OH:42], predict the reactants needed to synthesize it. The reactants are: Cl.[F:2][C:3]1[CH:8]=[CH:7][C:6]([N:9]2[C:13]([CH2:14][NH2:15])=[CH:12][C:11]([C:16]([F:19])([F:18])[F:17])=[N:10]2)=[CH:5][CH:4]=1.[C:20]([OH:24])(=O)[CH2:21][CH3:22].[CH:25]1[CH:26]=[CH:27][C:28]2N(O)N=N[C:29]=2[CH:30]=1.CN([C:38]([O:42]N1N=NC2C=CC=CC1=2)=[N+](C)C)C.[B-](F)(F)(F)[F:53].CCN(C(C)C)C(C)C. (10) Given the product [ClH:35].[CH3:27][NH:26][CH:23]1[CH2:24][CH2:25][CH:20]([O:19][C:10]2[C:9]3[C:8]4[C@@H:7]([CH2:6][O:5][CH2:4][C:1]([NH2:2])=[O:3])[CH2:18][CH2:17][C:16]=4[S:15][C:14]=3[N:13]=[CH:12][N:11]=2)[CH2:21][CH2:22]1, predict the reactants needed to synthesize it. The reactants are: [C:1]([CH2:4][O:5][CH2:6][C@H:7]1[CH2:18][CH2:17][C:16]2[S:15][C:14]3[N:13]=[CH:12][N:11]=[C:10]([O:19][CH:20]4[CH2:25][CH2:24][CH:23]([N:26](C)[C:27](=O)OC(C)(C)C)[CH2:22][CH2:21]4)[C:9]=3[C:8]1=2)(=[O:3])[NH2:2].[ClH:35].